Task: Regression/Classification. Given a drug SMILES string, predict its absorption, distribution, metabolism, or excretion properties. Task type varies by dataset: regression for continuous measurements (e.g., permeability, clearance, half-life) or binary classification for categorical outcomes (e.g., BBB penetration, CYP inhibition). Dataset: cyp1a2_veith.. Dataset: CYP1A2 inhibition data for predicting drug metabolism from PubChem BioAssay The drug is CCCOc1ccc(Cn2c(C)nc([N+](=O)[O-])c2SCC(O)COC)cc1[N+](=O)[O-]. The result is 0 (non-inhibitor).